Dataset: Full USPTO retrosynthesis dataset with 1.9M reactions from patents (1976-2016). Task: Predict the reactants needed to synthesize the given product. (1) Given the product [CH3:63][O:62][CH2:61][CH2:60][N:53]([CH2:52][CH2:51][O:50][CH3:49])[C:54]([O:55][CH:56]([O:36][C:35](=[O:37])[C:34]1[CH:38]=[CH:39][C:31]([NH:30][C:28]([C@H:9]2[C@H:8]([C:4]3[CH:5]=[CH:6][CH:7]=[C:2]([Cl:1])[C:3]=3[F:42])[C@:12]([C:15]3[CH:20]=[CH:19][C:18]([Cl:21])=[CH:17][C:16]=3[F:22])([C:13]#[N:14])[C@H:11]([CH2:23][C:24]([CH3:26])([CH3:27])[CH3:25])[NH:10]2)=[O:29])=[C:32]([O:40][CH3:41])[CH:33]=1)[CH3:57])=[O:59], predict the reactants needed to synthesize it. The reactants are: [Cl:1][C:2]1[C:3]([F:42])=[C:4]([C@@H:8]2[C@:12]([C:15]3[CH:20]=[CH:19][C:18]([Cl:21])=[CH:17][C:16]=3[F:22])([C:13]#[N:14])[C@H:11]([CH2:23][C:24]([CH3:27])([CH3:26])[CH3:25])[NH:10][C@H:9]2[C:28]([NH:30][C:31]2[CH:39]=[CH:38][C:34]([C:35]([OH:37])=[O:36])=[CH:33][C:32]=2[O:40][CH3:41])=[O:29])[CH:5]=[CH:6][CH:7]=1.C(=O)([O-])[O-].[Cs+].[Cs+].[CH3:49][O:50][CH2:51][CH2:52][N:53]([CH2:60][CH2:61][O:62][CH3:63])[C:54](=[O:59])[O:55][CH:56](Cl)[CH3:57]. (2) Given the product [OH:6][CH2:1][CH:2]=[CH:3][CH2:4][CH2:1][CH2:2][CH2:3][CH2:4][CH2:4][CH2:3][CH2:2][CH:1]=[O:6], predict the reactants needed to synthesize it. The reactants are: [CH2:1]([OH:6])/[CH:2]=[CH:3]\[CH2:4]O. (3) Given the product [F:37][C:15]([F:14])([F:36])[C:16]1[N:21]=[CH:20][C:19]([C:22]2[CH:27]=[C:26]([O:28][C:29]3[CH:30]=[CH:31][C:32]([NH:35][C:9]([NH:5][C:3](=[O:4])[C:2]([CH3:7])([CH3:6])[CH3:1])=[O:10])=[N:33][CH:34]=3)[CH:25]=[CH:24][N:23]=2)=[CH:18][CH:17]=1, predict the reactants needed to synthesize it. The reactants are: [CH3:1][C:2]([CH3:7])([CH3:6])[C:3]([NH2:5])=[O:4].C(Cl)(=O)[C:9](Cl)=[O:10].[F:14][C:15]([F:37])([F:36])[C:16]1[N:21]=[CH:20][C:19]([C:22]2[CH:27]=[C:26]([O:28][C:29]3[CH:30]=[CH:31][C:32]([NH2:35])=[N:33][CH:34]=3)[CH:25]=[CH:24][N:23]=2)=[CH:18][CH:17]=1.N1C=CC=CC=1. (4) Given the product [C:12]([O:16][C:17]([N:19]1[CH2:23][CH2:22][C@H:21]([O:24][S:7]([C:4]2[CH:5]=[CH:6][C:1]([CH3:11])=[CH:2][CH:3]=2)(=[O:9])=[O:8])[CH2:20]1)=[O:18])([CH3:15])([CH3:13])[CH3:14], predict the reactants needed to synthesize it. The reactants are: [C:1]1([CH3:11])[CH:6]=[CH:5][C:4]([S:7](Cl)(=[O:9])=[O:8])=[CH:3][CH:2]=1.[C:12]([O:16][C:17]([N:19]1[CH2:23][CH2:22][C@H:21]([OH:24])[CH2:20]1)=[O:18])([CH3:15])([CH3:14])[CH3:13].C(N(CC)CC)C.Cl.